This data is from Forward reaction prediction with 1.9M reactions from USPTO patents (1976-2016). The task is: Predict the product of the given reaction. (1) Given the reactants [F:1][C:2]1[CH:3]=[C:4]([C:13]2[CH:14]=[N:15][N:16]3[CH:21]=[CH:20][C:19]([N:22]4[C@@H:26]([C:27]5[CH:32]=[CH:31][C:30]([F:33])=[CH:29][N:28]=5)[CH2:25][O:24][C:23]4=[O:34])=[N:18][C:17]=23)[CH:5]=[CH:6][C:7]=1[C:8]1[N:12]=[CH:11][NH:10][N:9]=1.C(=O)([O-])[O-].[Cs+].[Cs+].[P:41]([O:53][CH2:54]Cl)([O:48][C:49]([CH3:52])([CH3:51])[CH3:50])([O:43][C:44]([CH3:47])([CH3:46])[CH3:45])=[O:42], predict the reaction product. The product is: [P:41]([O:53][CH2:54][N:10]1[CH:11]=[N:12][C:8]([C:7]2[CH:6]=[CH:5][C:4]([C:13]3[CH:14]=[N:15][N:16]4[CH:21]=[CH:20][C:19]([N:22]5[C@@H:26]([C:27]6[CH:32]=[CH:31][C:30]([F:33])=[CH:29][N:28]=6)[CH2:25][O:24][C:23]5=[O:34])=[N:18][C:17]=34)=[CH:3][C:2]=2[F:1])=[N:9]1)([O:43][C:44]([CH3:47])([CH3:46])[CH3:45])([O:48][C:49]([CH3:50])([CH3:51])[CH3:52])=[O:42]. (2) Given the reactants C[CH:2]([CH2:4][CH2:5][CH2:6][C@H:7]([CH2:9][CH2:10][CH2:11][C@H:12]([CH2:14][CH2:15][CH2:16]/[C:17](=[CH:19]/[CH2:20][OH:21])/C)C)C)[CH3:3].CC([CH2:25][CH2:26][CH2:27][C@H:28]([C@@H:30]1[C@:48]2(C)[C@H:33]([C@H:34]3[C@H:45]([CH2:46][CH2:47]2)[C@]2(C)[C:37]([CH2:38][C@H:39](CC2)[OH:40])=[CH:36][CH2:35]3)[CH2:32][CH2:31]1)C)C, predict the reaction product. The product is: [C:39]([O:21][CH2:20][CH2:19][CH2:17][CH2:16][CH2:15][CH2:14][CH2:12][CH2:11][CH2:10][CH2:9][CH2:7][CH2:6][CH2:5][CH2:4][CH2:2][CH3:3])(=[O:40])[CH2:38][CH2:37][CH2:36][CH2:35][CH2:34][CH2:45][CH2:46][CH2:47][CH2:48][CH2:33][CH2:32][CH2:31][CH2:30][CH2:28][CH2:27][CH2:26][CH3:25]. (3) Given the reactants [Cl:1][S:2]([OH:5])(=O)=[O:3].[C:6]1([N:12]2[CH2:16][CH2:15][O:14][C:13]2=[O:17])[CH:11]=[CH:10][CH:9]=[CH:8][CH:7]=1, predict the reaction product. The product is: [O:17]=[C:13]1[N:12]([C:6]2[CH:11]=[CH:10][C:9]([S:2]([Cl:1])(=[O:5])=[O:3])=[CH:8][CH:7]=2)[CH2:16][CH2:15][O:14]1. (4) Given the reactants Cl.[NH2:2][C@H:3]1[CH2:7][CH2:6][N:5]([CH2:8][C:9]2[CH:18]=[C:17]3[C:12]([CH:13]=[CH:14][N:15]=[C:16]3[Cl:19])=[CH:11][CH:10]=2)[C:4]1=[O:20].C(N(CC)CC)C.[CH3:28][O:29][C:30]1[CH:39]=[C:38]2[C:33]([CH:34]=[CH:35][C:36]([S:40](Cl)(=[O:42])=[O:41])=[CH:37]2)=[CH:32][CH:31]=1, predict the reaction product. The product is: [Cl:19][C:16]1[C:17]2[C:12](=[CH:11][CH:10]=[C:9]([CH2:8][N:5]3[CH2:6][CH2:7][C@H:3]([NH:2][S:40]([C:36]4[CH:35]=[CH:34][C:33]5[C:38](=[CH:39][C:30]([O:29][CH3:28])=[CH:31][CH:32]=5)[CH:37]=4)(=[O:42])=[O:41])[C:4]3=[O:20])[CH:18]=2)[CH:13]=[CH:14][N:15]=1. (5) Given the reactants [F:1][C:2]1[CH:3]=[CH:4][C:5]([OH:8])=[N:6][CH:7]=1.[Br:9][C:10]1[CH:15]=[CH:14][C:13](I)=[CH:12][C:11]=1[O:17][CH3:18].[F-].[K+].CS(C)=O, predict the reaction product. The product is: [Br:9][C:10]1[CH:15]=[CH:14][C:13]([O:8][C:5]2[CH:4]=[CH:3][C:2]([F:1])=[CH:7][N:6]=2)=[CH:12][C:11]=1[O:17][CH3:18]. (6) Given the reactants Cl[C:2]1[C:3]2[CH:11]([C:12]([F:15])([F:14])[F:13])[CH2:10][C:9](=[O:16])[N:8]([CH2:17][C:18]3[CH:23]=[CH:22][C:21]([O:24][CH3:25])=[CH:20][C:19]=3[O:26][CH3:27])[C:4]=2[N:5]=[CH:6][N:7]=1.Cl.Cl.Cl.[N:31]1([CH2:36][CH2:37][N:38]2[CH:42]=[C:41]([C:43]([F:46])([F:45])[F:44])[N:40]=[C:39]2[CH:47]2[CH2:52][CH2:51][NH:50][CH2:49][CH2:48]2)[CH2:35][CH2:34][CH2:33][CH2:32]1.CN1CCCC1=O.C(N(C(C)C)CC)(C)C, predict the reaction product. The product is: [CH3:27][O:26][C:19]1[CH:20]=[C:21]([O:24][CH3:25])[CH:22]=[CH:23][C:18]=1[CH2:17][N:8]1[C:4]2[N:5]=[CH:6][N:7]=[C:2]([N:50]3[CH2:49][CH2:48][CH:47]([C:39]4[N:38]([CH2:37][CH2:36][N:31]5[CH2:32][CH2:33][CH2:34][CH2:35]5)[CH:42]=[C:41]([C:43]([F:45])([F:46])[F:44])[N:40]=4)[CH2:52][CH2:51]3)[C:3]=2[CH:11]([C:12]([F:13])([F:14])[F:15])[CH2:10][C:9]1=[O:16]. (7) The product is: [Cl:1][C:2]1[CH:7]=[CH:6][C:5]([N:8]2[C:16]([N:17]([C:18]3[CH:19]=[N:20][CH:21]=[CH:22][CH:23]=3)[C:31]([NH:30][CH:24]3[CH2:29][CH2:28][CH2:27][CH2:26][CH2:25]3)=[O:32])=[C:15]3[C:10]([CH:11]=[CH:12][CH:13]=[CH:14]3)=[N:9]2)=[CH:4][CH:3]=1. Given the reactants [Cl:1][C:2]1[CH:7]=[CH:6][C:5]([N:8]2[C:16]([NH:17][C:18]3[CH:19]=[N:20][CH:21]=[CH:22][CH:23]=3)=[C:15]3[C:10]([CH:11]=[CH:12][CH:13]=[CH:14]3)=[N:9]2)=[CH:4][CH:3]=1.[CH:24]1([N:30]=[C:31]=[O:32])[CH2:29][CH2:28][CH2:27][CH2:26][CH2:25]1.CCN(CC)CC, predict the reaction product. (8) Given the reactants C(N([CH2:6][CH3:7])CC)C.[C:8](OC(=O)C)(=[O:10])[CH3:9].[NH2:15][C@:16]([CH3:28])([CH2:19][CH2:20][C:21]1[N:22]([CH2:26][CH3:27])[CH:23]=[CH:24][CH:25]=1)[CH2:17][OH:18].[OH2:29], predict the reaction product. The product is: [C:8]([O:18][CH2:17][C@@:16]([NH:15][C:6](=[O:29])[CH3:7])([CH3:28])[CH2:19][CH2:20][C:21]1[N:22]([CH2:26][CH3:27])[CH:23]=[CH:24][CH:25]=1)(=[O:10])[CH3:9]. (9) Given the reactants N[C:2]1[CH:7]=[CH:6][C:5]([C:8]2[C:9]([NH2:24])=[N:10][C:11]([NH2:23])=[N:12][C:13]=2[CH2:14][O:15][CH2:16][C:17]2[CH:22]=[CH:21][CH:20]=[CH:19][CH:18]=2)=[CH:4][CH:3]=1.[OH:25]S(O)(=O)=O.NC1C=CC=CC=1.N([O-])=O.[Na+].C([O-])(O)=O.[Na+], predict the reaction product. The product is: [NH2:23][C:11]1[N:10]=[C:9]([NH2:24])[C:8]([C:5]2[CH:6]=[CH:7][C:2]([OH:25])=[CH:3][CH:4]=2)=[C:13]([CH2:14][O:15][CH2:16][C:17]2[CH:22]=[CH:21][CH:20]=[CH:19][CH:18]=2)[N:12]=1. (10) Given the reactants [CH2:1]([N:8]([CH2:28][C:29]1[CH:34]=[CH:33][CH:32]=[CH:31][CH:30]=1)[C@H:9]1[CH2:18][C:17]2[C:12](=[CH:13][CH:14]=[CH:15][C:16]=2B2OC(C)(C)C(C)(C)O2)[O:11][CH2:10]1)[C:2]1[CH:7]=[CH:6][CH:5]=[CH:4][CH:3]=1.Br[C:36]1[CH:37]=[N:38][C:39]([O:42][CH2:43][CH3:44])=[N:40][CH:41]=1, predict the reaction product. The product is: [CH2:28]([N:8]([CH2:1][C:2]1[CH:7]=[CH:6][CH:5]=[CH:4][CH:3]=1)[C@H:9]1[CH2:18][C:17]2[C:12](=[CH:13][CH:14]=[CH:15][C:16]=2[C:36]2[CH:37]=[N:38][C:39]([O:42][CH2:43][CH3:44])=[N:40][CH:41]=2)[O:11][CH2:10]1)[C:29]1[CH:30]=[CH:31][CH:32]=[CH:33][CH:34]=1.